Dataset: NCI-60 drug combinations with 297,098 pairs across 59 cell lines. Task: Regression. Given two drug SMILES strings and cell line genomic features, predict the synergy score measuring deviation from expected non-interaction effect. (1) Drug 1: CC1=C2C(C(=O)C3(C(CC4C(C3C(C(C2(C)C)(CC1OC(=O)C(C(C5=CC=CC=C5)NC(=O)C6=CC=CC=C6)O)O)OC(=O)C7=CC=CC=C7)(CO4)OC(=O)C)O)C)OC(=O)C. Drug 2: CCN(CC)CCNC(=O)C1=C(NC(=C1C)C=C2C3=C(C=CC(=C3)F)NC2=O)C. Cell line: BT-549. Synergy scores: CSS=17.8, Synergy_ZIP=-0.195, Synergy_Bliss=-0.0427, Synergy_Loewe=-24.3, Synergy_HSA=-0.330. (2) Drug 2: C(CCl)NC(=O)N(CCCl)N=O. Cell line: BT-549. Drug 1: CC1=CC2C(CCC3(C2CCC3(C(=O)C)OC(=O)C)C)C4(C1=CC(=O)CC4)C. Synergy scores: CSS=0.112, Synergy_ZIP=1.54, Synergy_Bliss=5.37, Synergy_Loewe=0.380, Synergy_HSA=2.34. (3) Drug 1: CC1CCC2CC(C(=CC=CC=CC(CC(C(=O)C(C(C(=CC(C(=O)CC(OC(=O)C3CCCCN3C(=O)C(=O)C1(O2)O)C(C)CC4CCC(C(C4)OC)OCCO)C)C)O)OC)C)C)C)OC. Drug 2: CN(CCCl)CCCl.Cl. Cell line: HS 578T. Synergy scores: CSS=11.0, Synergy_ZIP=-4.84, Synergy_Bliss=-4.80, Synergy_Loewe=-20.8, Synergy_HSA=-4.39. (4) Drug 1: CC12CCC3C(C1CCC2O)C(CC4=C3C=CC(=C4)O)CCCCCCCCCS(=O)CCCC(C(F)(F)F)(F)F. Drug 2: COC1=C2C(=CC3=C1OC=C3)C=CC(=O)O2. Cell line: MDA-MB-435. Synergy scores: CSS=-10.6, Synergy_ZIP=6.50, Synergy_Bliss=0.927, Synergy_Loewe=-9.22, Synergy_HSA=-9.76. (5) Drug 1: C1=NC2=C(N=C(N=C2N1C3C(C(C(O3)CO)O)O)F)N. Drug 2: CCC(=C(C1=CC=CC=C1)C2=CC=C(C=C2)OCCN(C)C)C3=CC=CC=C3.C(C(=O)O)C(CC(=O)O)(C(=O)O)O. Cell line: HOP-92. Synergy scores: CSS=10.3, Synergy_ZIP=-2.59, Synergy_Bliss=1.84, Synergy_Loewe=-0.239, Synergy_HSA=-0.170. (6) Drug 1: CC1CCC2CC(C(=CC=CC=CC(CC(C(=O)C(C(C(=CC(C(=O)CC(OC(=O)C3CCCCN3C(=O)C(=O)C1(O2)O)C(C)CC4CCC(C(C4)OC)O)C)C)O)OC)C)C)C)OC. Drug 2: C1=CC=C(C=C1)NC(=O)CCCCCCC(=O)NO. Cell line: BT-549. Synergy scores: CSS=19.0, Synergy_ZIP=-4.86, Synergy_Bliss=-4.62, Synergy_Loewe=-2.19, Synergy_HSA=-1.34. (7) Synergy scores: CSS=24.4, Synergy_ZIP=-5.90, Synergy_Bliss=0.888, Synergy_Loewe=-13.4, Synergy_HSA=-1.32. Drug 2: CCC1(CC2CC(C3=C(CCN(C2)C1)C4=CC=CC=C4N3)(C5=C(C=C6C(=C5)C78CCN9C7C(C=CC9)(C(C(C8N6C=O)(C(=O)OC)O)OC(=O)C)CC)OC)C(=O)OC)O.OS(=O)(=O)O. Cell line: UACC-257. Drug 1: COC1=CC(=CC(=C1O)OC)C2C3C(COC3=O)C(C4=CC5=C(C=C24)OCO5)OC6C(C(C7C(O6)COC(O7)C8=CC=CS8)O)O. (8) Drug 1: C1=CN(C=N1)CC(O)(P(=O)(O)O)P(=O)(O)O. Drug 2: C1CC(=O)NC(=O)C1N2C(=O)C3=CC=CC=C3C2=O. Cell line: NCI-H460. Synergy scores: CSS=-2.98, Synergy_ZIP=1.97, Synergy_Bliss=1.08, Synergy_Loewe=-1.02, Synergy_HSA=-2.32. (9) Drug 1: CC1=C2C(C(=O)C3(C(CC4C(C3C(C(C2(C)C)(CC1OC(=O)C(C(C5=CC=CC=C5)NC(=O)OC(C)(C)C)O)O)OC(=O)C6=CC=CC=C6)(CO4)OC(=O)C)O)C)O. Drug 2: CCN(CC)CCNC(=O)C1=C(NC(=C1C)C=C2C3=C(C=CC(=C3)F)NC2=O)C. Cell line: MCF7. Synergy scores: CSS=3.78, Synergy_ZIP=1.27, Synergy_Bliss=4.12, Synergy_Loewe=1.73, Synergy_HSA=2.80.